This data is from Full USPTO retrosynthesis dataset with 1.9M reactions from patents (1976-2016). The task is: Predict the reactants needed to synthesize the given product. (1) Given the product [C:13]([O:17][CH3:18])(=[O:16])[CH:14]=[CH2:15].[C:1]([CH2:9][C:10](=[O:12])[CH3:11])(=[O:8])[C:2]1[CH:7]=[CH:6][CH:5]=[CH:4][CH:3]=1, predict the reactants needed to synthesize it. The reactants are: [C:1]([CH2:9][C:10](=[O:12])[CH3:11])(=[O:8])[C:2]1[CH:7]=[CH:6][CH:5]=[CH:4][CH:3]=1.[C:13]([O:17][CH3:18])(=[O:16])[CH:14]=[CH2:15]. (2) Given the product [Cl:20][C:21]1[CH:35]=[CH:34][C:24]([O:25][C:26]2[CH:33]=[CH:32][C:29]([CH2:30][N:4]3[CH2:3][CH2:2][N:1]([C:7]4[CH:8]=[CH:9][C:10]5[N:11]([C:13]([C:16]([F:17])([F:18])[F:19])=[N:14][N:15]=5)[N:12]=4)[CH2:6][CH2:5]3)=[CH:28][CH:27]=2)=[CH:23][CH:22]=1, predict the reactants needed to synthesize it. The reactants are: [N:1]1([C:7]2[CH:8]=[CH:9][C:10]3[N:11]([C:13]([C:16]([F:19])([F:18])[F:17])=[N:14][N:15]=3)[N:12]=2)[CH2:6][CH2:5][NH:4][CH2:3][CH2:2]1.[Cl:20][C:21]1[CH:35]=[CH:34][C:24]([O:25][C:26]2[CH:33]=[CH:32][C:29]([CH:30]=O)=[CH:28][CH:27]=2)=[CH:23][CH:22]=1. (3) The reactants are: C(OC([NH:8][C@H:9]1[CH2:11][C@H:10]1[C:12]([O:14][C:15]([CH3:18])([CH3:17])[CH3:16])=[O:13])=O)(C)(C)C.O.[C:20]1([CH3:30])[CH:25]=[CH:24][C:23]([S:26]([OH:29])(=[O:28])=[O:27])=[CH:22][CH:21]=1. Given the product [C:20]1([CH3:30])[CH:21]=[CH:22][C:23]([S:26]([OH:29])(=[O:27])=[O:28])=[CH:24][CH:25]=1.[NH2:8][C@H:9]1[CH2:11][CH2:21][CH2:20][C@H:10]1[C:12]([O:14][C:15]([CH3:16])([CH3:17])[CH3:18])=[O:13], predict the reactants needed to synthesize it.